From a dataset of Forward reaction prediction with 1.9M reactions from USPTO patents (1976-2016). Predict the product of the given reaction. (1) Given the reactants [CH:1]1([Mg]Br)[CH2:3][CH2:2]1.[CH2:6]([N:13]1[C:18](=[O:19])[C:17]2=[C:20]([Cl:23])[CH:21]=[CH:22][N:16]2[N:15]=[C:14]1[CH:24]=[O:25])[C:7]1[CH:12]=[CH:11][CH:10]=[CH:9][CH:8]=1, predict the reaction product. The product is: [CH2:6]([N:13]1[C:18](=[O:19])[C:17]2=[C:20]([Cl:23])[CH:21]=[CH:22][N:16]2[N:15]=[C:14]1[CH:24]([CH:1]1[CH2:3][CH2:2]1)[OH:25])[C:7]1[CH:12]=[CH:11][CH:10]=[CH:9][CH:8]=1. (2) Given the reactants Br[C:2]1[CH:10]=[C:9]2[C:5]([C:6]([O:11][CH3:12])=[N:7][NH:8]2)=[CH:4][CH:3]=1.[CH2:13]([O:15][C:16](=[O:25])[CH:17]=[CH:18][C:19]1[CH:24]=[CH:23][CH:22]=[CH:21][N:20]=1)[CH3:14], predict the reaction product. The product is: [CH2:13]([O:15][C:16](=[O:25])[CH:17]=[C:18]([C:2]1[CH:10]=[C:9]2[C:5]([C:6]([O:11][CH3:12])=[N:7][NH:8]2)=[CH:4][CH:3]=1)[C:19]1[CH:24]=[CH:23][CH:22]=[CH:21][N:20]=1)[CH3:14]. (3) Given the reactants [OH-].[Na+].[CH2:3]([O:10][C:11]([N:13]1[CH2:17][CH2:16][CH2:15][NH:14]1)=[O:12])[C:4]1[CH:9]=[CH:8][CH:7]=[CH:6][CH:5]=1.[CH2:18]([O:20][C:21](=[O:26])[CH2:22][C:23](Cl)=[O:24])[CH3:19], predict the reaction product. The product is: [CH2:3]([O:10][C:11]([N:13]1[CH2:17][CH2:16][CH2:15][N:14]1[C:23](=[O:24])[CH2:22][C:21]([O:20][CH2:18][CH3:19])=[O:26])=[O:12])[C:4]1[CH:5]=[CH:6][CH:7]=[CH:8][CH:9]=1.